Dataset: Forward reaction prediction with 1.9M reactions from USPTO patents (1976-2016). Task: Predict the product of the given reaction. (1) Given the reactants O=[C:2]1O[C@H:7]([C@H:9]([CH2:11]O)O)[C:5]([O-])=[C:3]1O.[Na+], predict the reaction product. The product is: [CH:2]1[C:7]2[C:2]3=[C:3]4[C:2](=[CH:3][CH:5]=2)[CH:11]=[CH:9][CH:7]=[C:5]4[CH:11]=[CH:9][C:7]3=[CH:5][CH:3]=1. (2) Given the reactants Cl.Cl.Cl.[CH3:4][C:5]1[C:6]2[O:28][CH2:27][CH2:26][C:7]=2[C:8]([N:11]2[CH2:16][CH2:15][N:14]([CH2:17][CH2:18][C@H:19]3[CH2:24][CH2:23][C@H:22]([NH2:25])[CH2:21][CH2:20]3)[CH2:13][CH2:12]2)=[N:9][CH:10]=1.[O:29]1[CH2:34][CH2:33][CH:32]([CH2:35][C:36](O)=[O:37])[CH2:31][CH2:30]1, predict the reaction product. The product is: [CH3:4][C:5]1[C:6]2[O:28][CH2:27][CH2:26][C:7]=2[C:8]([N:11]2[CH2:12][CH2:13][N:14]([CH2:17][CH2:18][C@H:19]3[CH2:20][CH2:21][C@H:22]([NH:25][C:36](=[O:37])[CH2:35][CH:32]4[CH2:33][CH2:34][O:29][CH2:30][CH2:31]4)[CH2:23][CH2:24]3)[CH2:15][CH2:16]2)=[N:9][CH:10]=1.